Predict the product of the given reaction. From a dataset of Forward reaction prediction with 1.9M reactions from USPTO patents (1976-2016). (1) The product is: [F:1][C:2]1[CH:7]=[CH:6][C:5]([CH:8]([OH:37])[C:9]2[CH:10]=[C:11]([CH:33]=[CH:34][C:35]=2[OH:36])[CH2:12][N:13]2[C:21]3[C:16](=[C:17]([NH:23][C:24](=[O:31])[CH2:25][C:26]([OH:28])=[O:27])[CH:18]=[CH:19][C:20]=3[CH3:22])[CH:15]=[C:14]2[CH3:32])=[CH:4][CH:3]=1. Given the reactants [F:1][C:2]1[CH:7]=[CH:6][C:5]([CH:8]([OH:37])[C:9]2[CH:10]=[C:11]([CH:33]=[CH:34][C:35]=2[OH:36])[CH2:12][N:13]2[C:21]3[C:16](=[C:17]([NH:23][C:24](=[O:31])[CH2:25][C:26]([O:28]CC)=[O:27])[CH:18]=[CH:19][C:20]=3[CH3:22])[CH:15]=[C:14]2[CH3:32])=[CH:4][CH:3]=1.[OH-].[Na+].Cl, predict the reaction product. (2) Given the reactants C[O:2][C:3]([C:5]1[C:6]([OH:29])=[C:7]2[C:12](=[CH:13][N:14]=1)[N:11]([CH2:15][C:16]1[CH:21]=[CH:20][CH:19]=[CH:18][CH:17]=1)[C:10](=[O:22])[C:9]([C:23]1[CH:28]=[CH:27][CH:26]=[CH:25][CH:24]=1)=[CH:8]2)=[O:4].[OH-].[Na+].C1COCC1, predict the reaction product. The product is: [CH2:15]([N:11]1[C:12]2[C:7](=[C:6]([OH:29])[C:5]([C:3]([OH:4])=[O:2])=[N:14][CH:13]=2)[CH:8]=[C:9]([C:23]2[CH:28]=[CH:27][CH:26]=[CH:25][CH:24]=2)[C:10]1=[O:22])[C:16]1[CH:21]=[CH:20][CH:19]=[CH:18][CH:17]=1. (3) Given the reactants [F:1][C:2]1[CH:7]=[C:6]([I:8])[CH:5]=[CH:4][C:3]=1[CH3:9].[Br:10]N1C(=O)CCC1=O.N(C(C)(C)C#N)=NC(C)(C)C#N, predict the reaction product. The product is: [Br:10][CH2:9][C:3]1[CH:4]=[CH:5][C:6]([I:8])=[CH:7][C:2]=1[F:1].[F:1][C:2]1[CH:7]=[C:6]([I:8])[CH:5]=[CH:4][C:3]=1[CH3:9]. (4) Given the reactants C(OC(=O)[NH:7][C:8]1[CH:13]=[CH:12][C:11]([CH:14]([CH3:16])[CH3:15])=[CH:10][C:9]=1[NH:17][C:18](=[O:30])[CH2:19][C:20]([C:22]1[CH:27]=[CH:26][CH:25]=[C:24]([C:28]#[N:29])[CH:23]=1)=O)(C)(C)C.C(O)(C(F)(F)F)=O, predict the reaction product. The product is: [CH:14]([C:11]1[CH:12]=[CH:13][C:8]2[N:7]=[C:20]([C:22]3[CH:23]=[C:24]([CH:25]=[CH:26][CH:27]=3)[C:28]#[N:29])[CH2:19][C:18](=[O:30])[NH:17][C:9]=2[CH:10]=1)([CH3:16])[CH3:15]. (5) Given the reactants [C:1]1([S:7][C:8]2[CH:9]=[C:10]3[CH:16]=[CH:15][NH:14][C:11]3=[N:12][CH:13]=2)[CH:6]=[CH:5][CH:4]=[CH:3][CH:2]=1.[OH-].[K+].[I:19]I.[O-]S([O-])(=S)=O.[Na+].[Na+], predict the reaction product. The product is: [I:19][C:16]1[C:10]2[C:11](=[N:12][CH:13]=[C:8]([S:7][C:1]3[CH:6]=[CH:5][CH:4]=[CH:3][CH:2]=3)[CH:9]=2)[NH:14][CH:15]=1.